Predict the reactants needed to synthesize the given product. From a dataset of Full USPTO retrosynthesis dataset with 1.9M reactions from patents (1976-2016). (1) Given the product [CH2:14]([S:16][C:17]1[N:21]([CH3:22])[N:20]=[C:19]([C:23]([F:26])([F:25])[F:24])[C:18]=1[C:27]1[N:2]([CH3:1])[C:3]2=[N:4][CH:5]=[C:6]([C:10]([F:11])([F:12])[F:13])[CH:7]=[C:8]2[N:9]=1)[CH3:15], predict the reactants needed to synthesize it. The reactants are: [CH3:1][NH:2][C:3]1[C:8]([NH2:9])=[CH:7][C:6]([C:10]([F:13])([F:12])[F:11])=[CH:5][N:4]=1.[CH2:14]([S:16][C:17]1[N:21]([CH3:22])[N:20]=[C:19]([C:23]([F:26])([F:25])[F:24])[C:18]=1[CH:27]=O)[CH3:15].S([O-])([O-])=O.[Na+].[Na+].C(=O)(O)[O-].[Na+]. (2) Given the product [CH3:14][C:15](=[C:11]1[C:10](=[O:13])[C:8]2=[C:9]3[CH2:1][CH2:2][O:3][C:4]3=[N:5][CH:6]=[C:7]2[CH2:12]1)[CH3:17], predict the reactants needed to synthesize it. The reactants are: [CH2:1]1[C:9]2[C:4](=[N:5][CH:6]=[C:7]3[CH2:12][CH2:11][C:10](=[O:13])[C:8]3=2)[O:3][CH2:2]1.[CH3:14][C:15]([CH3:17])=O.IC#N. (3) Given the product [NH:57]1[C:56]([C:52]2[CH:51]=[C:50]3[C:55](=[CH:54][CH:53]=2)[NH:47][N:48]=[C:49]3[C:80]2[CH:85]=[C:84]([CH:83]=[CH:82][CH:81]=2)[O:20][CH2:21][CH2:22][N:23]2[CH2:27][CH2:26][CH2:25][C:24]2=[O:28])=[N:60][CH:59]=[N:58]1, predict the reactants needed to synthesize it. The reactants are: C1(P(C2C=CC=CC=2)C2C=CC=CC=2)C=CC=CC=1.[OH:20][CH2:21][CH2:22][N:23]1[CH2:27][CH2:26][CH2:25][C:24]1=[O:28].CCOC(/N=N/C(OCC)=O)=O.O1CCCCC1[N:47]1[C:55]2[C:50](=[CH:51][C:52]([C:56]3[N:60]=[CH:59][N:58](C(C4C=CC=CC=4)(C4C=CC=CC=4)C4C=CC=CC=4)[N:57]=3)=[CH:53][CH:54]=2)[C:49]([C:80]2[CH:81]=[C:82](O)[CH:83]=[CH:84][CH:85]=2)=[N:48]1.Cl.